Dataset: Peptide-MHC class I binding affinity with 185,985 pairs from IEDB/IMGT. Task: Regression. Given a peptide amino acid sequence and an MHC pseudo amino acid sequence, predict their binding affinity value. This is MHC class I binding data. (1) The peptide sequence is FLWSSIIFK. The MHC is HLA-A02:19 with pseudo-sequence HLA-A02:19. The binding affinity (normalized) is 0.0847. (2) The peptide sequence is QIFEVYWYL. The MHC is HLA-A02:02 with pseudo-sequence HLA-A02:02. The binding affinity (normalized) is 0.990. (3) The peptide sequence is FLMSGKGIGK. The MHC is HLA-A03:01 with pseudo-sequence HLA-A03:01. The binding affinity (normalized) is 0.653.